This data is from Full USPTO retrosynthesis dataset with 1.9M reactions from patents (1976-2016). The task is: Predict the reactants needed to synthesize the given product. (1) The reactants are: [CH2:1]([O:3][C:4]([C:6]1[NH:7][C:8]2[C:13]([CH:14]=1)=[CH:12][C:11](B1OC(C)(C)C(C)(C)O1)=[CH:10][CH:9]=2)=[O:5])[CH3:2].I[C:25]1[CH:32]=[CH:31][C:28]([C:29]#[N:30])=[CH:27][CH:26]=1. Given the product [CH2:1]([O:3][C:4]([C:6]1[NH:7][C:8]2[C:13]([CH:14]=1)=[CH:12][C:11]([C:25]1[CH:32]=[CH:31][C:28]([C:29]#[N:30])=[CH:27][CH:26]=1)=[CH:10][CH:9]=2)=[O:5])[CH3:2], predict the reactants needed to synthesize it. (2) Given the product [NH2:17][C:9]1[CH:8]=[C:7]2[C:12]([C:4]([CH3:29])([CH3:3])[C:5](=[O:28])[NH:6]2)=[C:11]([C:13]([F:16])([F:14])[F:15])[CH:10]=1, predict the reactants needed to synthesize it. The reactants are: NN.[CH3:3][C:4]1([CH3:29])[C:12]2[C:7](=[CH:8][C:9]([N:17]3C(=O)C4C(=CC=CC=4)C3=O)=[CH:10][C:11]=2[C:13]([F:16])([F:15])[F:14])[NH:6][C:5]1=[O:28].